Dataset: NCI-60 drug combinations with 297,098 pairs across 59 cell lines. Task: Regression. Given two drug SMILES strings and cell line genomic features, predict the synergy score measuring deviation from expected non-interaction effect. (1) Drug 1: CN1C(=O)N2C=NC(=C2N=N1)C(=O)N. Drug 2: CCCCCOC(=O)NC1=NC(=O)N(C=C1F)C2C(C(C(O2)C)O)O. Cell line: U251. Synergy scores: CSS=1.02, Synergy_ZIP=0.758, Synergy_Bliss=-0.803, Synergy_Loewe=-6.03, Synergy_HSA=-4.16. (2) Drug 1: C1=CC=C(C(=C1)C(C2=CC=C(C=C2)Cl)C(Cl)Cl)Cl. Drug 2: CC1C(C(CC(O1)OC2CC(CC3=C2C(=C4C(=C3O)C(=O)C5=C(C4=O)C(=CC=C5)OC)O)(C(=O)CO)O)N)O.Cl. Cell line: U251. Synergy scores: CSS=48.5, Synergy_ZIP=-7.50, Synergy_Bliss=-7.59, Synergy_Loewe=-2.80, Synergy_HSA=-1.38. (3) Drug 1: CC1=C(C=C(C=C1)NC(=O)C2=CC=C(C=C2)CN3CCN(CC3)C)NC4=NC=CC(=N4)C5=CN=CC=C5. Drug 2: CN(CCCl)CCCl.Cl. Cell line: SK-MEL-28. Synergy scores: CSS=18.2, Synergy_ZIP=-3.09, Synergy_Bliss=-0.727, Synergy_Loewe=-0.477, Synergy_HSA=1.49. (4) Drug 1: C1=CC(=CC=C1CCC2=CNC3=C2C(=O)NC(=N3)N)C(=O)NC(CCC(=O)O)C(=O)O. Drug 2: C#CCC(CC1=CN=C2C(=N1)C(=NC(=N2)N)N)C3=CC=C(C=C3)C(=O)NC(CCC(=O)O)C(=O)O. Cell line: SK-MEL-5. Synergy scores: CSS=3.35, Synergy_ZIP=-4.21, Synergy_Bliss=-7.18, Synergy_Loewe=-5.76, Synergy_HSA=-6.22.